Dataset: Forward reaction prediction with 1.9M reactions from USPTO patents (1976-2016). Task: Predict the product of the given reaction. (1) Given the reactants [CH3:1][C:2]1[CH:11]=[CH:10][C:5]([C:6]([O:8]C)=[O:7])=[CH:4][C:3]=1[N:12]1[CH:21]=[CH:20][C:19]2[C:14](=[CH:15][C:16]([N:22]3[CH2:27][CH2:26][N:25]([CH3:28])[CH2:24][CH2:23]3)=[CH:17][CH:18]=2)[C:13]1=[O:29].[OH-].[Na+].Cl, predict the reaction product. The product is: [CH3:1][C:2]1[CH:11]=[CH:10][C:5]([C:6]([OH:8])=[O:7])=[CH:4][C:3]=1[N:12]1[CH:21]=[CH:20][C:19]2[C:14](=[CH:15][C:16]([N:22]3[CH2:27][CH2:26][N:25]([CH3:28])[CH2:24][CH2:23]3)=[CH:17][CH:18]=2)[C:13]1=[O:29]. (2) Given the reactants [CH3:1][C:2]([C@@H:4]1[C@@:8]2([CH3:26])[CH2:9][CH2:10][C@@H:11]3[C@@:16]4([CH3:25])[CH2:17][CH2:18][C@H:19]([O:21][C:22]([CH3:24])=[O:23])[CH2:20][C:15]4=[CH:14][CH2:13][C@H:12]3[C@@H:7]2[CH2:6][CH2:5]1)=[O:3], predict the reaction product. The product is: [C:22]([O:21][C@H:19]1[CH2:18][CH2:17][C@@:16]2([CH3:25])[C@@H:15]([CH2:14][CH2:13][C@@H:12]3[C@@H:11]2[CH2:10][CH2:9][C@@:8]2([CH3:26])[C@H:7]3[CH2:6][CH2:5][C@@H:4]2[C:2](=[O:3])[CH3:1])[CH2:20]1)(=[O:23])[CH3:24]. (3) Given the reactants [C:1]([NH:4][C:5]1[CH:10]=[CH:9][C:8]([O:11][C:12](=[O:14])[CH3:13])=[CH:7][C:6]=1[O:15]CC(C)=C)(=[O:3])[CH3:2].C(=O)([O-])[O-:21].[K+].[K+].CC[C@@H]1[C@@H]2C[C@H]([C@@H](OC3C4C(=CC=CC=4)C(O[C@@H](C4C=CN=C5C=4C=C(OC)C=C5)[C@@H]4N5C[C@H](CC)[C@@H](CC5)C4)=NN=3)C3C=CN=C4C=3C=C(OC)C=C4)N(CC2)C1.S([O-])([O-])=O.[Na+].[Na+].[C:90]([OH:94])([CH3:93])([CH3:92])[CH3:91], predict the reaction product. The product is: [C:1]([NH:4][C:5]1[CH:10]=[CH:9][C:8]([O:11][C:12](=[O:14])[CH3:13])=[CH:7][C:6]=1[O:15][CH2:91][C:90]([OH:94])([CH3:93])[CH2:92][OH:21])(=[O:3])[CH3:2]. (4) The product is: [Cl:1][C:2]1[CH:3]=[C:4]([CH3:11])[C:5]([O:10][CH3:15])=[C:6]([CH:9]=1)[CH:7]=[O:8]. Given the reactants [Cl:1][C:2]1[CH:3]=[C:4]([CH3:11])[C:5]([OH:10])=[C:6]([CH:9]=1)[CH:7]=[O:8].[OH-].[Na+].[OH-].[CH2:15]([N+](CCCC)(CCCC)CCCC)CCC.IC, predict the reaction product. (5) Given the reactants [Cl:1][C:2]1[CH:7]=[CH:6][C:5]([B:8]([O:11]C)[O:9]C)=[C:4]([F:13])[C:3]=1[O:14][CH3:15].[OH-:16].[K+:17], predict the reaction product. The product is: [Cl:1][C:2]1[CH:7]=[CH:6][C:5]([B-:8]([OH:16])([OH:11])[OH:9])=[C:4]([F:13])[C:3]=1[O:14][CH3:15].[K+:17]. (6) Given the reactants [NH2:1][C:2]1[N:7]=[CH:6][N:5]=[C:4]([NH:8][C@H:9]([C:11]2[N:16]([C:17]3[CH:22]=[CH:21][CH:20]=[CH:19][CH:18]=3)[C:15](=[O:23])[C:14]3=[C:24]([CH3:27])[CH:25]=[CH:26][N:13]3[N:12]=2)[CH3:10])[C:3]=1Br.[F:29][C:30]1[CH:35]=[C:34](B2OC(C)(C)C(C)(C)O2)[CH:33]=[CH:32][C:31]=1[NH:45][C:46]([NH:48][C:49]1[CH:54]=[CH:53][N:52]=[CH:51][CH:50]=1)=[O:47].C(=O)([O-])[O-].[Cs+].[Cs+], predict the reaction product. The product is: [NH2:1][C:2]1[C:3]([C:34]2[CH:33]=[CH:32][C:31]([NH:45][C:46]([NH:48][C:49]3[CH:54]=[CH:53][N:52]=[CH:51][CH:50]=3)=[O:47])=[C:30]([F:29])[CH:35]=2)=[C:4]([NH:8][C@H:9]([C:11]2[N:16]([C:17]3[CH:22]=[CH:21][CH:20]=[CH:19][CH:18]=3)[C:15](=[O:23])[C:14]3=[C:24]([CH3:27])[CH:25]=[CH:26][N:13]3[N:12]=2)[CH3:10])[N:5]=[CH:6][N:7]=1.